Dataset: Catalyst prediction with 721,799 reactions and 888 catalyst types from USPTO. Task: Predict which catalyst facilitates the given reaction. Reactant: COC(C1[C@H](C2C=CC=C([N+]([O-])=O)C=2)C(C(O)=O)=C(C)NC=1C)=O.[C:25]1([CH:31]([C:41]2[CH:46]=[CH:45][CH:44]=[CH:43][CH:42]=2)[CH2:32][CH2:33][N:34]2[CH2:38][CH2:37][C:36]([CH3:40])([OH:39])[CH2:35]2)[CH:30]=[CH:29][CH:28]=[CH:27][CH:26]=1.[OH-].[Na+]. Product: [C:41]1([CH:31]([C:25]2[CH:26]=[CH:27][CH:28]=[CH:29][CH:30]=2)[CH2:32][CH2:33][N:34]2[CH2:38][CH2:37][C@:36]([CH3:40])([OH:39])[CH2:35]2)[CH:42]=[CH:43][CH:44]=[CH:45][CH:46]=1. The catalyst class is: 32.